Dataset: NCI-60 drug combinations with 297,098 pairs across 59 cell lines. Task: Regression. Given two drug SMILES strings and cell line genomic features, predict the synergy score measuring deviation from expected non-interaction effect. (1) Drug 1: CC12CCC3C(C1CCC2O)C(CC4=C3C=CC(=C4)O)CCCCCCCCCS(=O)CCCC(C(F)(F)F)(F)F. Drug 2: C1C(C(OC1N2C=NC3=C2NC=NCC3O)CO)O. Cell line: MALME-3M. Synergy scores: CSS=-6.11, Synergy_ZIP=1.31, Synergy_Bliss=-2.11, Synergy_Loewe=-7.18, Synergy_HSA=-5.45. (2) Drug 1: C1CCC(C1)C(CC#N)N2C=C(C=N2)C3=C4C=CNC4=NC=N3. Drug 2: CC1=C(C(CCC1)(C)C)C=CC(=CC=CC(=CC(=O)O)C)C. Cell line: HCT-15. Synergy scores: CSS=-3.63, Synergy_ZIP=1.78, Synergy_Bliss=0.224, Synergy_Loewe=-2.19, Synergy_HSA=-1.98. (3) Drug 1: CCC1(CC2CC(C3=C(CCN(C2)C1)C4=CC=CC=C4N3)(C5=C(C=C6C(=C5)C78CCN9C7C(C=CC9)(C(C(C8N6C)(C(=O)OC)O)OC(=O)C)CC)OC)C(=O)OC)O.OS(=O)(=O)O. Drug 2: CN1C2=C(C=C(C=C2)N(CCCl)CCCl)N=C1CCCC(=O)O.Cl. Cell line: CCRF-CEM. Synergy scores: CSS=-8.12, Synergy_ZIP=2.84, Synergy_Bliss=-1.46, Synergy_Loewe=-9.39, Synergy_HSA=-10.2.